This data is from Catalyst prediction with 721,799 reactions and 888 catalyst types from USPTO. The task is: Predict which catalyst facilitates the given reaction. Reactant: [CH3:1][O:2][C:3]([C:5]1[C:6](=[O:24])[S:7][C:8]2[C:13]([C:14]=1[OH:15])=[CH:12][C:11]([O:16][CH2:17][C:18]1[CH:23]=[CH:22][CH:21]=[CH:20][CH:19]=1)=[CH:10][CH:9]=2)=[O:4].[C:25]([Si:29]([C:39]1[CH:44]=[CH:43][CH:42]=[CH:41][CH:40]=1)([C:33]1[CH:38]=[CH:37][CH:36]=[CH:35][CH:34]=1)[CH2:30][CH2:31]O)([CH3:28])([CH3:27])[CH3:26].C1(P(C2C=CC=CC=2)C2C=CC=CC=2)C=CC=CC=1.CC(OC(/N=N/C(OC(C)C)=O)=O)C. Product: [CH3:1][O:2][C:3]([C:5]1[C:6](=[O:24])[S:7][C:8]2[C:13]([C:14]=1[O:15][CH2:31][CH2:30][Si:29]([C:25]([CH3:26])([CH3:28])[CH3:27])([C:39]1[CH:44]=[CH:43][CH:42]=[CH:41][CH:40]=1)[C:33]1[CH:38]=[CH:37][CH:36]=[CH:35][CH:34]=1)=[CH:12][C:11]([O:16][CH2:17][C:18]1[CH:23]=[CH:22][CH:21]=[CH:20][CH:19]=1)=[CH:10][CH:9]=2)=[O:4]. The catalyst class is: 1.